This data is from Cav3 T-type calcium channel HTS with 100,875 compounds. The task is: Binary Classification. Given a drug SMILES string, predict its activity (active/inactive) in a high-throughput screening assay against a specified biological target. (1) The compound is S(=O)(=O)(N1CCN(CC1)C(=O)N1CCCCCC1)N(C)C. The result is 0 (inactive). (2) The molecule is FC(F)(F)c1cc2C3C(C(Nc2cc1)C(=O)NCC(C)C)CC=C3. The result is 0 (inactive). (3) The compound is N1(CCCCC1)CCNc1n2c(nc3c2cccc3)c(c(c1)C)C#N. The result is 0 (inactive). (4) The compound is Clc1cc(C(OC2CC3N(C(CC3)C2)C)=O)cc(Cl)c1. The result is 0 (inactive). (5) The drug is s1c(Nc2cccnc2)nc(c2ccc(O)cc2)c1. The result is 0 (inactive). (6) The molecule is Clc1ccc(OCC(=O)Nc2cc(C3=NOC4(CC(N(C4)C(=O)/C=C\C=C\C)C(=O)N)C3)ccc2)cc1. The result is 0 (inactive). (7) The drug is N(c1ccc(cc1)/C=N\c1ccc(cc1)C)(C)C. The result is 0 (inactive). (8) The drug is O=C(Nc1cc(ccc1)C)C1CCN(CC1)c1nc(cc(n1)C)C. The result is 0 (inactive).